This data is from Reaction yield outcomes from USPTO patents with 853,638 reactions. The task is: Predict the reaction yield, written as a fraction of the theoretical maximum amount of product (1.0 means a 100% yield; for example, 0.34 means a 34% yield). (1) The reactants are [CH3:1][O:2][C:3]1[CH:12]=[CH:11][C:10]([S:13](=[O:16])(=[O:15])[NH2:14])=[CH:9][C:4]=1[C:5]([O:7]C)=[O:6].[OH-].[Na+].Cl. The catalyst is CO. The product is [CH3:1][O:2][C:3]1[CH:12]=[CH:11][C:10]([S:13](=[O:16])(=[O:15])[NH2:14])=[CH:9][C:4]=1[C:5]([OH:7])=[O:6]. The yield is 0.983. (2) The reactants are [C:1]([C:4]1[NH:8][C:7]2[CH:9]=[C:10]([Cl:12])[S:11][C:6]=2[CH:5]=1)([OH:3])=O.C1C=CC2N(O)N=NC=2C=1.CCN(C(C)C)C(C)C.[NH2:32][CH2:33][C:34]([C:36]1[CH:41]=[CH:40][CH:39]=[CH:38][CH:37]=1)=[O:35].CCN=C=NCCCN(C)C. The catalyst is C(Cl)Cl.O. The product is [Cl:12][C:10]1[S:11][C:6]2[CH:5]=[C:4]([C:1](=[O:3])[NH:32][CH2:33][C:34](=[O:35])[C:36]3[CH:41]=[CH:40][CH:39]=[CH:38][CH:37]=3)[NH:8][C:7]=2[CH:9]=1. The yield is 0.610. (3) The reactants are [C:1]([O:5][C:6]([N:8]1[CH2:12][CH2:11][C@@H:10]([OH:13])[CH2:9]1)=[O:7])([CH3:4])([CH3:3])[CH3:2].O[N:15]1[C:23](=[O:24])[C:22]2[C:17](=[CH:18][CH:19]=[CH:20][CH:21]=2)[C:16]1=[O:25].C1(P(C2C=CC=CC=2)C2C=CC=CC=2)C=CC=CC=1.N(C(OC(C)C)=O)=NC(OC(C)C)=O. The catalyst is C1COCC1. The product is [C:1]([O:5][C:6]([N:8]1[CH2:12][CH2:11][C@H:10]([O:13][N:15]2[C:23](=[O:24])[C:22]3[C:17](=[CH:18][CH:19]=[CH:20][CH:21]=3)[C:16]2=[O:25])[CH2:9]1)=[O:7])([CH3:4])([CH3:2])[CH3:3]. The yield is 0.590. (4) The reactants are [CH3:1][O:2][C:3]1[C:11]2[C:6](=[N:7][CH:8]=[C:9]([NH2:12])[CH:10]=2)[NH:5][N:4]=1.[Cl:13][C:14]1[C:22]([NH:23][S:24]([CH2:27][CH2:28][CH3:29])(=[O:26])=[O:25])=[CH:21][CH:20]=[C:19]([Cl:30])[C:15]=1[C:16](O)=[O:17].CCN=C=NCCCN(C)C.C1C=CC2N(O)N=NC=2C=1. The catalyst is CN(C)C=O.C(OCC)(=O)C. The product is [Cl:13][C:14]1[C:22]([NH:23][S:24]([CH2:27][CH2:28][CH3:29])(=[O:25])=[O:26])=[CH:21][CH:20]=[C:19]([Cl:30])[C:15]=1[C:16]([NH:12][C:9]1[CH:10]=[C:11]2[C:3]([O:2][CH3:1])=[N:4][NH:5][C:6]2=[N:7][CH:8]=1)=[O:17]. The yield is 0.354. (5) The reactants are [NH2:1][C:2]1[CH:3]=[CH:4][C:5]([F:25])=[C:6]([C:8]2[N:9]=[C:10]3[N:15]=[CH:14][C:13]([NH:16][C:17](=[O:23])[O:18][C:19]([CH3:22])([CH3:21])[CH3:20])=[CH:12][N:11]3[CH:24]=2)[CH:7]=1.C(N(CC)CC)C.[C:33](OC(=O)C)(=[O:35])[CH3:34]. The catalyst is C(Cl)Cl. The product is [C:33]([NH:1][C:2]1[CH:3]=[CH:4][C:5]([F:25])=[C:6]([C:8]2[N:9]=[C:10]3[N:15]=[CH:14][C:13]([NH:16][C:17](=[O:23])[O:18][C:19]([CH3:21])([CH3:22])[CH3:20])=[CH:12][N:11]3[CH:24]=2)[CH:7]=1)(=[O:35])[CH3:34]. The yield is 0.660. (6) The reactants are [OH:1][CH2:2][CH2:3][CH2:4][O:5][C:6]1[CH:7]=[C:8]2[C:13](=[CH:14][C:15]=1[O:16][CH3:17])[C:12]([C:18](=[O:28])[C:19]1[CH:24]=[CH:23][CH:22]=[C:21]([O:25][CH2:26][CH3:27])[CH:20]=1)=[N:11][CH:10]=[C:9]2[CH:29]=[O:30].[C:31](OC(=O)C)(=[O:33])[CH3:32]. The catalyst is N1C=CC=CC=1. The product is [C:31]([O:1][CH2:2][CH2:3][CH2:4][O:5][C:6]1[CH:7]=[C:8]2[C:13](=[CH:14][C:15]=1[O:16][CH3:17])[C:12]([C:18](=[O:28])[C:19]1[CH:24]=[CH:23][CH:22]=[C:21]([O:25][CH2:26][CH3:27])[CH:20]=1)=[N:11][CH:10]=[C:9]2[CH:29]=[O:30])(=[O:33])[CH3:32]. The yield is 0.990. (7) The yield is 0.980. The reactants are Cl.[CH3:2][C@@:3]([S:34]([CH3:37])(=[O:36])=[O:35])([CH2:14][CH2:15][N:16]1[CH:21]=[CH:20][C:19]([C:22]2[CH:27]=[CH:26][C:25]([N:28]3[CH:32]=[CH:31][CH:30]=[N:29]3)=[CH:24][CH:23]=2)=[CH:18][C:17]1=[O:33])[C:4]([NH:6][O:7]C1CCCCO1)=[O:5]. The catalyst is ClCCl.CO. The product is [OH:7][NH:6][C:4](=[O:5])[C@:3]([CH3:2])([S:34]([CH3:37])(=[O:36])=[O:35])[CH2:14][CH2:15][N:16]1[CH:21]=[CH:20][C:19]([C:22]2[CH:23]=[CH:24][C:25]([N:28]3[CH:32]=[CH:31][CH:30]=[N:29]3)=[CH:26][CH:27]=2)=[CH:18][C:17]1=[O:33]. (8) The reactants are [Cl:1][C:2]1[CH:10]=[CH:9][C:8]2[NH:7][C:6]3[CH2:11][CH2:12][N:13]([CH3:15])[CH2:14][C:5]=3[C:4]=2[CH:3]=1.C(=O)([O-])[O-].[K+].[K+].N1C2C(=CC=C3C=2N=CC=C3)C=CC=1.Br[C:37]#[C:38][Si:39]([CH:46]([CH3:48])[CH3:47])([CH:43]([CH3:45])[CH3:44])[CH:40]([CH3:42])[CH3:41]. The catalyst is C1(C)C=CC=CC=1.O.S([O-])([O-])(=O)=O.[Cu+2]. The product is [Cl:1][C:2]1[CH:10]=[CH:9][C:8]2[N:7]([C:37]#[C:38][Si:39]([CH:40]([CH3:42])[CH3:41])([CH:46]([CH3:48])[CH3:47])[CH:43]([CH3:45])[CH3:44])[C:6]3[CH2:11][CH2:12][N:13]([CH3:15])[CH2:14][C:5]=3[C:4]=2[CH:3]=1. The yield is 0.440. (9) The reactants are [CH3:1][C:2]1[S:3][C:4]([C:9]2[CH:14]=[CH:13][C:12]([C:15]([F:18])([F:17])[F:16])=[CH:11][CH:10]=2)=[CH:5][C:6]=1[CH:7]=[O:8].[CH:19]1([Mg]Br)[CH2:24][CH2:23][CH2:22][CH2:21][CH2:20]1.O1CCCC1.Cl. The yield is 0.650. The product is [CH:19]1([CH:7]([C:6]2[CH:5]=[C:4]([C:9]3[CH:10]=[CH:11][C:12]([C:15]([F:16])([F:18])[F:17])=[CH:13][CH:14]=3)[S:3][C:2]=2[CH3:1])[OH:8])[CH2:24][CH2:23][CH2:22][CH2:21][CH2:20]1. The catalyst is O1CCCC1.